From a dataset of Peptide-MHC class I binding affinity with 185,985 pairs from IEDB/IMGT. Regression. Given a peptide amino acid sequence and an MHC pseudo amino acid sequence, predict their binding affinity value. This is MHC class I binding data. (1) The peptide sequence is AVDLSHFLK. The MHC is HLA-B35:01 with pseudo-sequence HLA-B35:01. The binding affinity (normalized) is 0. (2) The binding affinity (normalized) is 0.129. The MHC is HLA-E01:01 with pseudo-sequence HLA-E01:03. The peptide sequence is YLYPWSLGL.